From a dataset of Forward reaction prediction with 1.9M reactions from USPTO patents (1976-2016). Predict the product of the given reaction. (1) Given the reactants [CH3:1][Mg]Br.[F:4][C:5]1[CH:17]=[C:16]([F:18])[CH:15]=[CH:14][C:6]=1[C:7]([CH:9]1[CH2:11][CH:10]1[C:12]#[N:13])=[O:8], predict the reaction product. The product is: [F:4][C:5]1[CH:17]=[C:16]([F:18])[CH:15]=[CH:14][C:6]=1[C:7]([CH:9]1[CH2:11][CH:10]1[C:12]#[N:13])([OH:8])[CH3:1]. (2) Given the reactants [Cl:1][C:2]1[CH:3]=[C:4]([S:9]([CH:12]2[CH2:17][CH2:16][NH:15][CH2:14][CH2:13]2)(=[O:11])=[O:10])[CH:5]=[CH:6][C:7]=1[Cl:8].[C:18]([O:22][C:23]([N:25]1[CH2:30][CH2:29][C:28](=O)[CH2:27][CH2:26]1)=[O:24])([CH3:21])([CH3:20])[CH3:19], predict the reaction product. The product is: [C:18]([O:22][C:23]([N:25]1[CH2:30][CH2:29][CH:28]([N:15]2[CH2:16][CH2:17][CH:12]([S:9]([C:4]3[CH:5]=[CH:6][C:7]([Cl:8])=[C:2]([Cl:1])[CH:3]=3)(=[O:11])=[O:10])[CH2:13][CH2:14]2)[CH2:27][CH2:26]1)=[O:24])([CH3:21])([CH3:19])[CH3:20]. (3) Given the reactants [O:1]1[CH2:6][CH2:5][CH2:4][CH2:3][CH:2]1[N:7]1[C:11]2[CH:12]=[CH:13][C:14]([C:16](=O)[CH3:17])=[CH:15][C:10]=2[N:9]=[CH:8]1.[BH4-].[Na+].[CH3:21][NH2:22], predict the reaction product. The product is: [CH3:21][NH:22][CH:16]([C:14]1[CH:13]=[CH:12][C:11]2[N:7]([CH:2]3[CH2:3][CH2:4][CH2:5][CH2:6][O:1]3)[CH:8]=[N:9][C:10]=2[CH:15]=1)[CH3:17]. (4) Given the reactants Br[CH2:2][CH2:3][CH:4]([C:9]1[S:10][C:11]2[CH:18]=[C:17]([C:19]([F:22])([F:21])[F:20])[CH:16]=[CH:15][C:12]=2[C:13]=1[CH3:14])[CH2:5][CH2:6][CH2:7][CH3:8].C(=O)([O-])[O-].[Cs+].[Cs+].[SH:29][C:30]1[S:31][C:32]([CH2:36][C:37]([O:39][CH2:40][CH3:41])=[O:38])=[C:33]([CH3:35])[N:34]=1, predict the reaction product. The product is: [CH3:35][C:33]1[N:34]=[C:30]([S:29][CH2:2][CH2:3][CH:4]([C:9]2[S:10][C:11]3[CH:18]=[C:17]([C:19]([F:22])([F:21])[F:20])[CH:16]=[CH:15][C:12]=3[C:13]=2[CH3:14])[CH2:5][CH2:6][CH2:7][CH3:8])[S:31][C:32]=1[CH2:36][C:37]([O:39][CH2:40][CH3:41])=[O:38]. (5) Given the reactants CON(C)[C:4]([C:6]1[N:7]=[C:8]([C:18]2[CH:23]=[CH:22][CH:21]=[CH:20][C:19]=2[O:24][CH3:25])[N:9]([C:11]2[CH:16]=[CH:15][C:14]([CH3:17])=[CH:13][CH:12]=2)[CH:10]=1)=[O:5].[CH3:27][O:28][C:29]1[CH:34]=[CH:33][C:32]([Mg]Br)=[CH:31][CH:30]=1, predict the reaction product. The product is: [CH3:27][O:28][C:29]1[CH:34]=[CH:33][C:32]([C:4]([C:6]2[N:7]=[C:8]([C:18]3[CH:23]=[CH:22][CH:21]=[CH:20][C:19]=3[O:24][CH3:25])[N:9]([C:11]3[CH:12]=[CH:13][C:14]([CH3:17])=[CH:15][CH:16]=3)[CH:10]=2)=[O:5])=[CH:31][CH:30]=1. (6) Given the reactants [F:1][C:2]([F:32])([F:31])[C:3]([C:6]1[CH:11]=[CH:10][C:9]([N:12]2[CH2:17][CH2:16][N:15]([S:18]([C:21]3[S:22][CH:23]=[CH:24][CH:25]=3)(=[O:20])=[O:19])[CH2:14][C@@H:13]2[CH2:26][NH:27][CH:28]([CH3:30])[CH3:29])=[CH:8][CH:7]=1)([OH:5])[CH3:4].[CH3:33][S:34](Cl)(=[O:36])=[O:35].CCN(C(C)C)C(C)C, predict the reaction product. The product is: [CH3:30][CH:28]([N:27]([CH2:26][C@H:13]1[CH2:14][N:15]([S:18]([C:21]2[S:22][CH:23]=[CH:24][CH:25]=2)(=[O:20])=[O:19])[CH2:16][CH2:17][N:12]1[C:9]1[CH:8]=[CH:7][C:6]([C:3]([OH:5])([CH3:4])[C:2]([F:1])([F:31])[F:32])=[CH:11][CH:10]=1)[S:34]([CH3:33])(=[O:36])=[O:35])[CH3:29].